Predict the reactants needed to synthesize the given product. From a dataset of Full USPTO retrosynthesis dataset with 1.9M reactions from patents (1976-2016). (1) Given the product [Cl:8][C:7]1[CH:6]=[CH:5][C:4]([C:10](=[O:16])[CH2:11][CH2:12][C:13]([OH:15])=[O:14])=[C:3]([OH:9])[C:2]=1[F:1], predict the reactants needed to synthesize it. The reactants are: [F:1][C:2]1[C:7]([Cl:8])=[CH:6][CH:5]=[CH:4][C:3]=1[OH:9].[C:10]1(=[O:16])[O:15][C:13](=[O:14])[CH2:12][CH2:11]1.[Cl-].[Al+3].[Cl-].[Cl-].Cl. (2) Given the product [CH3:36][N:37]([CH3:42])[CH2:38][CH2:39][N:40]([CH3:41])[C:11]([C@H:8]1[CH2:7][CH2:6][C@H:5]([C:3]([O:2][CH3:1])=[O:4])[CH2:10][CH2:9]1)=[O:13], predict the reactants needed to synthesize it. The reactants are: [CH3:1][O:2][C:3]([C@H:5]1[CH2:10][CH2:9][C@H:8]([C:11]([OH:13])=O)[CH2:7][CH2:6]1)=[O:4].ON1C2C=CC=CC=2N=N1.Cl.C(N=C=NCCCN(C)C)C.[CH3:36][N:37]([CH3:42])[CH2:38][CH2:39][NH:40][CH3:41].C(=O)([O-])O.[Na+]. (3) Given the product [N+:1]([C:4]1[S:8][C:7]([S:9]([N:12]2[CH2:17][CH2:16][N:15]([C:67]3[N:68]=[CH:69][C:70]([C:73]([OH:82])([C:74]([F:75])([F:76])[F:77])[C:78]([F:80])([F:81])[F:79])=[CH:71][N:72]=3)[C@@H:14]([CH2:18][N:19]3[CH:20]4[CH2:27][CH:26]([OH:28])[CH2:25][CH:24]3[CH2:23][O:22][CH2:21]4)[CH2:13]2)(=[O:11])=[O:10])=[CH:6][CH:5]=1)([O-:3])=[O:2].[N+:29]([C:32]1[S:36][C:35]([S:37]([N:40]2[CH2:45][CH2:44][N:43]([C:67]3[N:68]=[CH:69][C:70]([C:73]([OH:82])([C:74]([F:75])([F:76])[F:77])[C:78]([F:80])([F:81])[F:79])=[CH:71][N:72]=3)[C@@H:42]([CH2:46][N:47]3[CH:48]4[CH2:55][C:54](=[O:56])[CH2:53][CH:52]3[CH2:51][O:50][CH2:49]4)[CH2:41]2)(=[O:39])=[O:38])=[CH:34][CH:33]=1)([O-:31])=[O:30], predict the reactants needed to synthesize it. The reactants are: [N+:1]([C:4]1[S:8][C:7]([S:9]([N:12]2[CH2:17][CH2:16][NH:15][C@@H:14]([CH2:18][N:19]3[CH:24]4[CH2:25][CH:26]([OH:28])[CH2:27][CH:20]3[CH2:21][O:22][CH2:23]4)[CH2:13]2)(=[O:11])=[O:10])=[CH:6][CH:5]=1)([O-:3])=[O:2].[N+:29]([C:32]1[S:36][C:35]([S:37]([N:40]2[CH2:45][CH2:44][NH:43][C@@H:42]([CH2:46][N:47]3[CH:52]4[CH2:53][C:54](=[O:56])[CH2:55][CH:48]3[CH2:49][O:50][CH2:51]4)[CH2:41]2)(=[O:39])=[O:38])=[CH:34][CH:33]=1)([O-:31])=[O:30].CCN(C(C)C)C(C)C.Cl[C:67]1[N:72]=[CH:71][C:70]([C:73]([OH:82])([C:78]([F:81])([F:80])[F:79])[C:74]([F:77])([F:76])[F:75])=[CH:69][N:68]=1.